From a dataset of Full USPTO retrosynthesis dataset with 1.9M reactions from patents (1976-2016). Predict the reactants needed to synthesize the given product. (1) Given the product [CH3:1][O:2][C:3](=[O:4])[CH:5]=[CH:45][C:39]1[CH:38]=[C:37]2[C:42](=[CH:41][CH:40]=1)[N:34]([S:31]([C:25]1[CH:30]=[CH:29][CH:28]=[CH:27][CH:26]=1)(=[O:32])=[O:33])[CH2:35][CH2:36]2, predict the reactants needed to synthesize it. The reactants are: [CH3:1][O:2][C:3]([CH:5]=P(C1C=CC=CC=1)(C1C=CC=CC=1)C1C=CC=CC=1)=[O:4].[C:25]1([S:31]([N:34]2[C:42]3[C:37](=[CH:38][C:39](C=O)=[CH:40][CH:41]=3)[CH2:36][CH2:35]2)(=[O:33])=[O:32])[CH:30]=[CH:29][CH:28]=[CH:27][CH:26]=1.[CH2:45](Cl)Cl. (2) The reactants are: C[O:2][C:3](=[O:34])[C:4]1[CH:9]=[C:8]([CH2:10][NH2:11])[CH:7]=[CH:6][C:5]=1[NH:12][C:13]1[CH:18]=[C:17]([C:19]([F:22])([F:21])[F:20])[CH:16]=[CH:15][C:14]=1[O:23][C:24]1[CH:29]=[CH:28][CH:27]=[CH:26][C:25]=1[C:30]([O:32]C)=[O:31].[OH-].[Na+].[ClH:37]. Given the product [ClH:37].[NH2:11][CH2:10][C:8]1[CH:7]=[CH:6][C:5]([NH:12][C:13]2[CH:18]=[C:17]([C:19]([F:22])([F:20])[F:21])[CH:16]=[CH:15][C:14]=2[O:23][C:24]2[CH:29]=[CH:28][CH:27]=[CH:26][C:25]=2[C:30]([OH:32])=[O:31])=[C:4]([CH:9]=1)[C:3]([OH:34])=[O:2], predict the reactants needed to synthesize it.